From a dataset of Full USPTO retrosynthesis dataset with 1.9M reactions from patents (1976-2016). Predict the reactants needed to synthesize the given product. (1) Given the product [CH3:48][N:2]([CH3:1])[CH2:3][CH2:4][O:5][C:6](=[O:47])[C@@H:7]([NH2:39])[CH2:8][CH2:9][C:10](=[O:38])[NH:11][C:12]1[C:17]([C:18]2[O:22][N:21]=[C:20]([CH2:23][C:24]3[CH:25]=[CH:26][C:27]([CH2:30][O:31][C:32]4[CH:37]=[CH:36][CH:35]=[CH:34][N:33]=4)=[CH:28][CH:29]=3)[CH:19]=2)=[CH:16][CH:15]=[CH:14][N:13]=1, predict the reactants needed to synthesize it. The reactants are: [CH3:1][N:2]([CH3:48])[CH2:3][CH2:4][O:5][C:6](=[O:47])[C@@H:7]([NH:39]C(OC(C)(C)C)=O)[CH2:8][CH2:9][C:10](=[O:38])[NH:11][C:12]1[C:17]([C:18]2[O:22][N:21]=[C:20]([CH2:23][C:24]3[CH:29]=[CH:28][C:27]([CH2:30][O:31][C:32]4[CH:37]=[CH:36][CH:35]=[CH:34][N:33]=4)=[CH:26][CH:25]=3)[CH:19]=2)=[CH:16][CH:15]=[CH:14][N:13]=1.FC(F)(F)C(O)=O. (2) Given the product [OH:4][C:5]1[CH:12]=[CH:11][C:8]([CH:9]=[CH2:10])=[CH:7][CH:6]=1, predict the reactants needed to synthesize it. The reactants are: C([O:4][C:5]1[CH:12]=[CH:11][C:8]([CH:9]=[CH2:10])=[CH:7][CH:6]=1)(=O)C.CO.COCC(O)C.Cl. (3) The reactants are: [CH2:1]([N:8]1[C:14](=[O:15])[CH:13]([CH2:16][C:17]([OH:19])=[O:18])[CH2:12][C:11]2[CH:20]=[CH:21][C:22]([O:24][CH2:25][CH2:26][CH2:27][N:28]([C:36]3[CH:41]=[CH:40][CH:39]=[CH:38][N:37]=3)C(OC(C)(C)C)=O)=[CH:23][C:10]=2[CH2:9]1)[C:2]1[CH:7]=[CH:6][CH:5]=[CH:4][CH:3]=1.O=C1C(CC(O)=O)CC2C=CC(OCCCN(C3C=CC=CN=3)C(OC(C)(C)C)=O)=CC=2CN1CC1C=CC(C(F)(F)F)=CC=1. Given the product [CH2:1]([N:8]1[C:14](=[O:15])[CH:13]([CH2:16][C:17]([OH:19])=[O:18])[CH2:12][C:11]2[CH:20]=[CH:21][C:22]([O:24][CH2:25][CH2:26][CH2:27][NH:28][C:36]3[CH:41]=[CH:40][CH:39]=[CH:38][N:37]=3)=[CH:23][C:10]=2[CH2:9]1)[C:2]1[CH:7]=[CH:6][CH:5]=[CH:4][CH:3]=1, predict the reactants needed to synthesize it. (4) Given the product [CH3:13][O:14][C:15]1[CH:16]=[C:17]([CH2:23][CH2:24][NH:25][C:10](=[O:11])[CH2:9][C:6]2[CH:7]=[CH:8][C:3]([O:2][CH3:1])=[CH:4][CH:5]=2)[CH:18]=[CH:19][C:20]=1[O:21][CH3:22], predict the reactants needed to synthesize it. The reactants are: [CH3:1][O:2][C:3]1[CH:8]=[CH:7][C:6]([CH2:9][C:10](Cl)=[O:11])=[CH:5][CH:4]=1.[CH3:13][O:14][C:15]1[CH:16]=[C:17]([CH2:23][CH2:24][NH2:25])[CH:18]=[CH:19][C:20]=1[O:21][CH3:22]. (5) Given the product [Cl:1][C:2]1[CH:3]=[C:4]([CH:8]=[CH:9][C:10]=1[O:11][CH3:12])[C:5]([Cl:16])=[O:6], predict the reactants needed to synthesize it. The reactants are: [Cl:1][C:2]1[CH:3]=[C:4]([CH:8]=[CH:9][C:10]=1[O:11][CH3:12])[C:5](O)=[O:6].C(Cl)(=O)C([Cl:16])=O.